From a dataset of Experimentally validated miRNA-target interactions with 360,000+ pairs, plus equal number of negative samples. Binary Classification. Given a miRNA mature sequence and a target amino acid sequence, predict their likelihood of interaction. (1) The miRNA is hsa-miR-4695-5p with sequence CAGGAGGCAGUGGGCGAGCAGG. The protein sequence of the target gene is MATSWGTVFFMLVVSCVCSAVSHRNQQTWFEGIFLSSMCPINVSASTLYGIMFDAGSTGTRIHVYTFVQKMPGQLPILEGEVFDSVKPGLSAFVDQPKQGAETVQGLLEVAKDSIPRSHWKKTPVVLKATAGLRLLPEHKAKALLFEVKEIFRKSPFLVPKGSVSIMDGSDEGILAWVTVNFLTGQLHGHRQETVGTLDLGGASTQITFLPQFEKTLEQTPRGYLTSFEMFNSTYKLYTHSYLGFGLKAARLATLGALETEGTDGHTFRSACLPRWLEAEWIFGGVKYQYGGNQEGEVGF.... Result: 1 (interaction). (2) The miRNA is hsa-miR-6715b-5p with sequence ACAGGCACGACUGGUUUGGCA. The protein sequence of the target gene is MSAQCCAGQLACCCGSAGCSLCCDCCPRIRQSLSTRFMYALYFILVVVLCCIMMSTTVAHKMKEHIPFFEDMCKGIKAGDTCEKLVGYSAVYRVCFGMACFFFIFCLLTLKINNSKSCRAHIHNGFWFFKLLLLGAMCSGAFFIPDQDTFLNAWRYVGAVGGFLFIGIQLLLLVEFAHKWNKNWTAGTASNKLWYASLALVTLIMYSIATGGLVLMAVFYTQKDSCMENKILLGVNGGLCLLISLVAISPWVQNRQPHSGLLQSGVISCYVTYLTFSALSSKPAEVVLDEHGKNVTICVP.... Result: 0 (no interaction). (3) The miRNA is hsa-miR-7158-3p with sequence CUGAACUAGAGAUUGGGCCCA. The protein sequence of the target gene is MSKLSRATRTLKKPEAGGVIRSIVRAGQAIPGPPLGPILGQRGVSINQFCKEFNEKTKDIKEGIPLPTKIFIKPDRTFELKIGQPTVSYFLKAAAGIEKGARHTGKEVAGLVSLKHVYEIACVKAKDDAFAMQDVPLSSVVRSIIGSARSLGIRVVKDLSAEELEAFQKERAVFLAAQKEADLAAQAEAAKK. Result: 0 (no interaction). (4) The miRNA is hsa-miR-144-5p with sequence GGAUAUCAUCAUAUACUGUAAG. The protein sequence of the target gene is MGHPPLEFSDCYLDSPDFRERLKCYEQELERTNKFIKDVIKDGNALISAMRNYSSAVQKFSQTLQSFQFDFIGDTLTDDEINIAESFKEFAELLNEVENERMMMVHNASDLLIKPLENFRKEQIGFTKERKKKFEKDGERFYSLLDRHLHLSSKKKESQLQEADLQVDKERHNFFESSLDYVYQIQEVQESKKFNIVEPVLAFLHSLFISNSLTVELTQDFLPYKQQLQLSLQNTRNHFSSTREEMEELKKRMKEAPQTCKLPGQPTIEGYLYTQEKWALGISWVKYYCQYEKETKTLTM.... Result: 0 (no interaction). (5) The miRNA is hsa-miR-6869-3p with sequence CGCCGCGCGCAUCGGCUCAGC. The protein sequence of the target gene is MSERCCSRYSSGASIGCTPTSTQAKMVSKRIAQETFDAAVRENIEEFAMGPEEAVKEAVEQFESQGVDLSNIVKTAPKVSADGSQEPTHDILQMLSDLQESVASSRPQEVSAYLTRFCDQCKQDKACRFLAAQKGAYPIIFTAWKLATAGDQGLLLQSLNALSVLTDGQPDLLDAQGLQLLVATLTQNADEADLTCSGIRCVRHACLKHEQNRQDLVKAGVLPLLTGAITHHGHHTDVVREACWALRVMTFDDDIRVPFGHAHNHAKMIVQENKGLKVLIEATKAFLDNPGILSELCGTL.... Result: 0 (no interaction). (6) The miRNA is hsa-miR-140-3p with sequence UACCACAGGGUAGAACCACGG. The protein sequence of the target gene is MSLPSSRAARVPGPSGSLCALLALLLLLTPPGPLASAGPVSAVLTELRCTCLRVTLRVNPKTIGKLQVFPAGPQCSKVEVVASLKNGKQVCLDPEAPFLKKVIQKILDSGNKKN. Result: 1 (interaction).